Dataset: Reaction yield outcomes from USPTO patents with 853,638 reactions. Task: Predict the reaction yield, written as a fraction of the theoretical maximum amount of product (1.0 means a 100% yield; for example, 0.34 means a 34% yield). (1) The reactants are [C:1](O)(=[O:8])[C:2]1[CH:7]=[CH:6][CH:5]=[CH:4][CH:3]=1.C(Cl)CCl.[NH:14]1[CH2:19][CH2:18][CH2:17][CH2:16][CH:15]1[CH2:20][CH2:21][O:22][C:23]1[CH:28]=[CH:27][C:26]([C:29]2[NH:33][C:32]3[CH:34]=[CH:35][C:36]([C:38]([NH2:40])=[O:39])=[CH:37][C:31]=3[N:30]=2)=[CH:25][CH:24]=1. The catalyst is CN(C=O)C.CN(C1C=CN=CC=1)C. The product is [C:1]([N:14]1[CH2:19][CH2:18][CH2:17][CH2:16][CH:15]1[CH2:20][CH2:21][O:22][C:23]1[CH:24]=[CH:25][C:26]([C:29]2[NH:33][C:32]3[CH:34]=[CH:35][C:36]([C:38]([NH2:40])=[O:39])=[CH:37][C:31]=3[N:30]=2)=[CH:27][CH:28]=1)(=[O:8])[C:2]1[CH:7]=[CH:6][CH:5]=[CH:4][CH:3]=1. The yield is 0.660. (2) The reactants are Cl[C:2]1[CH:3]=[CH:4][C:5]2[N:6]=[CH:7][N:8]=[C:9]([O:12][CH:13]3[CH2:18][CH2:17][N:16]([CH3:19])[CH2:15][CH2:14]3)[C:10]=2[N:11]=1.CC1(C)C(C)(C)OB([C:28]2[CH:29]=[C:30]([NH:34][S:35]([C:38]3[CH:43]=[CH:42][CH:41]=[CH:40][CH:39]=3)(=[O:37])=[O:36])[CH:31]=[N:32][CH:33]=2)O1.C(=O)(O)[O-].[Na+]. The catalyst is O1CCOCC1. The product is [CH3:19][N:16]1[CH2:17][CH2:18][CH:13]([O:12][C:9]2[C:10]3[N:11]=[C:2]([C:28]4[CH:29]=[C:30]([NH:34][S:35]([C:38]5[CH:39]=[CH:40][CH:41]=[CH:42][CH:43]=5)(=[O:36])=[O:37])[CH:31]=[N:32][CH:33]=4)[CH:3]=[CH:4][C:5]=3[N:6]=[CH:7][N:8]=2)[CH2:14][CH2:15]1. The yield is 0.140. (3) The reactants are [C:1]([C:3]1[CH:37]=[CH:36][C:6]2[N:7]([CH2:22][C:23]3[C:32]4[C:27](=[CH:28][CH:29]=[CH:30][CH:31]=4)[N:26]=[CH:25][C:24]=3[CH:33]3[CH2:35][CH2:34]3)[C:8](=[O:21])[C@@H:9]([NH:13][C:14](=[O:20])[O:15][C:16]([CH3:19])([CH3:18])[CH3:17])[C@H:10]([CH3:12])[NH:11][C:5]=2[CH:4]=1)#[N:2].[O:38]1[CH2:43][CH2:42][CH:41]([C:44](Cl)=[O:45])[CH2:40][CH2:39]1. The catalyst is N1C=CC=CC=1.CCOC(C)=O. The product is [C:1]([C:3]1[CH:37]=[CH:36][C:6]2[N:7]([CH2:22][C:23]3[C:32]4[C:27](=[CH:28][CH:29]=[CH:30][CH:31]=4)[N:26]=[CH:25][C:24]=3[CH:33]3[CH2:34][CH2:35]3)[C:8](=[O:21])[C@@H:9]([NH:13][C:14](=[O:20])[O:15][C:16]([CH3:19])([CH3:18])[CH3:17])[C@H:10]([CH3:12])[N:11]([C:44]([CH:41]3[CH2:42][CH2:43][O:38][CH2:39][CH2:40]3)=[O:45])[C:5]=2[CH:4]=1)#[N:2]. The yield is 0.610. (4) The reactants are [OH:1][C:2]1[CH:7]=[CH:6][C:5]([C:8]2[N:9]=[C:10]3[C:15](=[N:16][C:17]=2[C:18]2[CH:23]=[CH:22][C:21]([OH:24])=[CH:20][CH:19]=2)[N:14]=[CH:13][N:12]=[C:11]3[NH2:25])=[CH:4][CH:3]=1.[S:26](=[O:30])(=[O:29])([OH:28])[OH:27].C(OCC)C. The catalyst is CO. The product is [S:26]([OH:30])([OH:29])(=[O:28])=[O:27].[OH:1][C:2]1[CH:7]=[CH:6][C:5]([C:8]2[N:9]=[C:10]3[C:15](=[N:16][C:17]=2[C:18]2[CH:23]=[CH:22][C:21]([OH:24])=[CH:20][CH:19]=2)[N:14]=[CH:13][N:12]=[C:11]3[NH2:25])=[CH:4][CH:3]=1. The yield is 0.925. (5) The reactants are C([O:8][C:9]([C:11]1[C:19]([CH3:20])=[C:18]2[C:14]([C:15]3[CH2:24][CH2:23][O:22][C:21]([CH2:28][C:29]([O:31][CH2:32][CH3:33])=[O:30])([CH2:25][CH2:26][CH3:27])[C:16]=3[NH:17]2)=[C:13]([C:34]#[N:35])[CH:12]=1)=[O:10])C1C=CC=CC=1. The catalyst is [OH-].[OH-].[Pd+2].CO.CCOC(C)=O. The product is [C:34]([C:13]1[CH:12]=[C:11]([C:9]([OH:10])=[O:8])[C:19]([CH3:20])=[C:18]2[C:14]=1[C:15]1[CH2:24][CH2:23][O:22][C:21]([CH2:28][C:29]([O:31][CH2:32][CH3:33])=[O:30])([CH2:25][CH2:26][CH3:27])[C:16]=1[NH:17]2)#[N:35]. The yield is 0.964. (6) The reactants are C1(P(C2C=CC=CC=2)C2C=CC=CC=2)C=CC=CC=1.N(C(OC(C)C)=O)=NC(OC(C)C)=O.[Br:34][C:35]1[CH:44]=[CH:43][C:38]([C:39]([O:41][CH3:42])=[O:40])=[CH:37][C:36]=1[OH:45].[F:46][C:47]([F:52])([F:51])[CH2:48][CH2:49]O. The catalyst is O1CCCC1. The product is [Br:34][C:35]1[CH:44]=[CH:43][C:38]([C:39]([O:41][CH3:42])=[O:40])=[CH:37][C:36]=1[O:45][CH2:49][CH2:48][C:47]([F:52])([F:51])[F:46]. The yield is 0.740. (7) The reactants are [Si:1]([O:18][CH2:19][C:20]([CH3:37])([CH3:36])[C:21]([NH:23][CH2:24][C:25]([C:27]1[CH:32]=[CH:31][CH:30]=[C:29]([N+:33]([O-:35])=[O:34])[CH:28]=1)=O)=O)([C:14]([CH3:17])([CH3:16])[CH3:15])([C:8]1[CH:13]=[CH:12][CH:11]=[CH:10][CH:9]=1)[C:2]1[CH:7]=[CH:6][CH:5]=[CH:4][CH:3]=1.COC1C=CC(P2(SP(C3C=CC(OC)=CC=3)(=S)S2)=[S:47])=CC=1. The catalyst is C1(C)C=CC=CC=1. The product is [Si:1]([O:18][CH2:19][C:20]([C:21]1[S:47][C:25]([C:27]2[CH:32]=[CH:31][CH:30]=[C:29]([N+:33]([O-:35])=[O:34])[CH:28]=2)=[CH:24][N:23]=1)([CH3:37])[CH3:36])([C:14]([CH3:17])([CH3:16])[CH3:15])([C:8]1[CH:13]=[CH:12][CH:11]=[CH:10][CH:9]=1)[C:2]1[CH:7]=[CH:6][CH:5]=[CH:4][CH:3]=1. The yield is 0.680. (8) The reactants are CC1C=CC(N2C3C(=CC=CC=3)C=C2)=CC=1.[NH:17]1[C:25]2[C:20](=[CH:21][C:22]([CH2:26][N:27]3[CH2:32][CH2:31][CH:30]([C:33]4[CH:34]=[C:35]([NH:39][C:40](=[O:44])[CH:41]([CH3:43])[CH3:42])[CH:36]=[CH:37][CH:38]=4)[CH2:29][CH2:28]3)=[CH:23][CH:24]=2)[CH:19]=[CH:18]1.[F:45][C:46]1[CH:51]=[CH:50][C:49](I)=[CH:48][CH:47]=1. No catalyst specified. The product is [F:45][C:46]1[CH:51]=[CH:50][C:49]([N:17]2[C:25]3[C:20](=[CH:21][C:22]([CH2:26][N:27]4[CH2:32][CH2:31][CH:30]([C:33]5[CH:34]=[C:35]([NH:39][C:40](=[O:44])[CH:41]([CH3:42])[CH3:43])[CH:36]=[CH:37][CH:38]=5)[CH2:29][CH2:28]4)=[CH:23][CH:24]=3)[CH:19]=[CH:18]2)=[CH:48][CH:47]=1. The yield is 0.450. (9) The reactants are [CH3:1][N:2]1[C:6]([C:7]([OH:9])=O)=[CH:5][CH:4]=[N:3]1.C(Cl)(=O)C(Cl)=O.[NH2:16][C:17]1[CH:18]=[C:19]([CH:36]=[CH:37][CH:38]=1)[O:20][C:21]1[CH:22]=[CH:23][C:24]2[N:25]([CH:27]=[C:28]([NH:30][C:31]([CH:33]3[CH2:35][CH2:34]3)=[O:32])[N:29]=2)[CH:26]=1. The catalyst is CN(C)C=O.O1CCCC1. The product is [CH:33]1([C:31]([NH:30][C:28]2[N:29]=[C:24]3[CH:23]=[CH:22][C:21]([O:20][C:19]4[CH:18]=[C:17]([NH:16][C:7]([C:6]5[N:2]([CH3:1])[N:3]=[CH:4][CH:5]=5)=[O:9])[CH:38]=[CH:37][CH:36]=4)=[CH:26][N:25]3[CH:27]=2)=[O:32])[CH2:34][CH2:35]1. The yield is 0.500.